This data is from Forward reaction prediction with 1.9M reactions from USPTO patents (1976-2016). The task is: Predict the product of the given reaction. (1) The product is: [Br:29][CH2:30][C:31]([NH:1][C:2]1[C:3]([O:15][CH2:16][CH2:17][O:18][CH3:19])=[N:4][C:5]([CH3:14])=[CH:6][C:7]=1[O:8][CH2:9][C:10]([F:11])([F:12])[F:13])=[O:32]. Given the reactants [NH2:1][C:2]1[C:3]([O:15][CH2:16][CH2:17][O:18][CH3:19])=[N:4][C:5]([CH3:14])=[CH:6][C:7]=1[O:8][CH2:9][C:10]([F:13])([F:12])[F:11].CN(C)C1C=CC=CC=1.[Br:29][CH2:30][C:31](Br)=[O:32], predict the reaction product. (2) Given the reactants [CH2:1]([C:3]1[CH:9]=[CH:8][CH:7]=[C:6]([CH2:10][CH3:11])[C:4]=1N)[CH3:2].S(=O)(=O)(O)[OH:13].N([O-])=O.[Na+].NC(N)=O, predict the reaction product. The product is: [CH2:1]([C:3]1[CH:9]=[CH:8][CH:7]=[C:6]([CH2:10][CH3:11])[C:4]=1[OH:13])[CH3:2].